Dataset: Reaction yield outcomes from USPTO patents with 853,638 reactions. Task: Predict the reaction yield, written as a fraction of the theoretical maximum amount of product (1.0 means a 100% yield; for example, 0.34 means a 34% yield). (1) The reactants are [F:1][C:2]([F:17])([F:16])[C:3]1([CH2:7][N:8]2[CH2:13][CH2:12][CH:11]([CH2:14][OH:15])[CH2:10][CH2:9]2)[CH2:6][CH2:5][CH2:4]1.[H-].[Na+].Br[C:21]1[CH:26]=[CH:25][C:24]([Br:27])=[CH:23][N:22]=1. The catalyst is C1COCC1. The product is [Br:27][C:24]1[CH:25]=[CH:26][C:21]([O:15][CH2:14][CH:11]2[CH2:10][CH2:9][N:8]([CH2:7][C:3]3([C:2]([F:1])([F:16])[F:17])[CH2:4][CH2:5][CH2:6]3)[CH2:13][CH2:12]2)=[N:22][CH:23]=1. The yield is 0.890. (2) The reactants are [CH:1]([C:4]1[N:8]([C:9]2[N:17]=[C:16]3[C:12]([N:13]=[C:14]([CH:19]=O)[N:15]3[CH3:18])=[C:11]([N:21]3[CH2:26][CH2:25][O:24][CH2:23][CH2:22]3)[N:10]=2)[C:7]2[CH:27]=[CH:28][CH:29]=[CH:30][C:6]=2[N:5]=1)([CH3:3])[CH3:2].[CH:31]([N:34]1[CH2:39][CH2:38][NH:37][CH2:36][C:35]1=[O:40])([CH3:33])[CH3:32].C(O[BH-](OC(=O)C)OC(=O)C)(=O)C.[Na+]. The catalyst is ClCCCl. The product is [CH:31]([N:34]1[CH2:39][CH2:38][N:37]([CH2:19][C:14]2[N:15]([CH3:18])[C:16]3[C:12]([N:13]=2)=[C:11]([N:21]2[CH2:22][CH2:23][O:24][CH2:25][CH2:26]2)[N:10]=[C:9]([N:8]2[C:7]4[CH:27]=[CH:28][CH:29]=[CH:30][C:6]=4[N:5]=[C:4]2[CH:1]([CH3:2])[CH3:3])[N:17]=3)[CH2:36][C:35]1=[O:40])([CH3:33])[CH3:32]. The yield is 0.840. (3) The reactants are [C:1]([O:5][C:6](=[O:20])[C:7]1[CH:12]=[CH:11][CH:10]=[C:9]([C:13]2[C:18]([CH3:19])=[CH:17][CH:16]=[CH:15][N:14]=2)[CH:8]=1)([CH3:4])([CH3:3])[CH3:2].NC(N)=[O:23].OO.C1(=O)OC(=O)C2=CC=CC=C12.[O-]S([O-])=O.[Na+].[Na+].C([O-])([O-])=O.[Na+].[Na+]. The catalyst is CCOC(C)=O.O. The product is [C:1]([O:5][C:6]([C:7]1[CH:8]=[C:9]([C:13]2[C:18]([CH3:19])=[CH:17][CH:16]=[CH:15][N+:14]=2[O-:23])[CH:10]=[CH:11][CH:12]=1)=[O:20])([CH3:4])([CH3:3])[CH3:2]. The yield is 0.950. (4) The product is [O:30]1[CH2:31][CH2:32][N:27]([CH2:26][CH2:25][CH2:24][O:1][C:2]2[CH:7]=[CH:6][C:5]([CH2:8][CH2:9][CH2:10][CH2:11][C:12]3[CH:13]=[CH:14][C:15]([CH2:18][C:19]([O:21][CH3:22])=[O:20])=[CH:16][CH:17]=3)=[CH:4][CH:3]=2)[CH2:28][CH2:29]1. The catalyst is CN(C=O)C. The yield is 0.880. The reactants are [OH:1][C:2]1[CH:7]=[CH:6][C:5]([CH2:8][CH2:9][CH2:10][CH2:11][C:12]2[CH:17]=[CH:16][C:15]([CH2:18][C:19]([O:21][CH3:22])=[O:20])=[CH:14][CH:13]=2)=[CH:4][CH:3]=1.Cl[CH2:24][CH2:25][CH2:26][N:27]1[CH2:32][CH2:31][O:30][CH2:29][CH2:28]1.[I-].[Na+].C(=O)([O-])[O-].[K+].[K+]. (5) The reactants are [ClH:1].[CH2:2]1[C:11]2[C:6](=[CH:7][CH:8]=[CH:9][CH:10]=2)[CH2:5][C:4](=[O:12])[O:3]1.[CH3:13]O. The catalyst is O. The product is [Cl:1][CH2:2][C:11]1[CH:10]=[CH:9][CH:8]=[CH:7][C:6]=1[CH2:5][C:4]([O:3][CH3:13])=[O:12]. The yield is 0.900. (6) The reactants are Cl[C:2]1[N:10]=[C:9]([Cl:11])[CH:8]=[CH:7][C:3]=1[C:4]([OH:6])=[O:5].O1CCCC1.[CH3:17][NH2:18]. The catalyst is CO.CCOC(C)=O. The product is [Cl:11][C:9]1[CH:8]=[CH:7][C:3]([C:4]([OH:6])=[O:5])=[C:2]([NH:18][CH3:17])[N:10]=1. The yield is 0.960.